The task is: Predict which catalyst facilitates the given reaction.. This data is from Catalyst prediction with 721,799 reactions and 888 catalyst types from USPTO. (1) Reactant: C([O:3][C:4]([C:6]1[C:14]2[C:9](=[CH:10][CH:11]=[C:12]([O:15][C:16]3[CH:21]=[CH:20][C:19]([C:22]([F:25])([F:24])[F:23])=[CH:18][N:17]=3)[CH:13]=2)[N:8]([C:26]2[CH:31]=[CH:30][C:29]([O:32][CH:33]([CH3:35])[CH3:34])=[CH:28][CH:27]=2)[C:7]=1[CH2:36][C:37]([OH:39])=[O:38])=[O:5])C.[OH-].[Na+]. Product: [C:37]([CH2:36][C:7]1[N:8]([C:26]2[CH:27]=[CH:28][C:29]([O:32][CH:33]([CH3:35])[CH3:34])=[CH:30][CH:31]=2)[C:9]2[C:14]([C:6]=1[C:4]([OH:5])=[O:3])=[CH:13][C:12]([O:15][C:16]1[CH:21]=[CH:20][C:19]([C:22]([F:25])([F:24])[F:23])=[CH:18][N:17]=1)=[CH:11][CH:10]=2)([OH:39])=[O:38]. The catalyst class is: 14. (2) Reactant: [NH2:1][C:2]1[CH:11]=[CH:10][C:9]([Br:12])=[CH:8][C:3]=1[C:4]([O:6][CH3:7])=[O:5].C(N(CC)CC)C.[F:20][C:21]([F:28])([F:27])[CH2:22][CH2:23][C:24](Cl)=[O:25].BrC1C=C2C(=CC=1)N=C(Cl)C(CC(F)(F)F)=C2Cl. Product: [Br:12][C:9]1[CH:10]=[CH:11][C:2]([NH:1][C:24](=[O:25])[CH2:23][CH2:22][C:21]([F:28])([F:27])[F:20])=[C:3]([CH:8]=1)[C:4]([O:6][CH3:7])=[O:5]. The catalyst class is: 4. (3) Reactant: [N:1]1[CH:6]=[CH:5][CH:4]=[CH:3][C:2]=1[C@H:7]([OH:9])[CH3:8].[CH3:10][S:11](Cl)(=[O:13])=[O:12]. Product: [CH3:10][S:11]([O:9][C@@H:7]([C:2]1[CH:3]=[CH:4][CH:5]=[CH:6][N:1]=1)[CH3:8])(=[O:13])=[O:12]. The catalyst class is: 79.